This data is from Full USPTO retrosynthesis dataset with 1.9M reactions from patents (1976-2016). The task is: Predict the reactants needed to synthesize the given product. Given the product [I:11][C:12]1[CH:21]=[CH:20][CH:19]=[CH:18][C:13]=1[CH2:14][NH:16][CH3:17], predict the reactants needed to synthesize it. The reactants are: [H-].[Al+3].[Li+].[H-].[H-].[H-].[Cl-].[Al+3].[Cl-].[Cl-].[I:11][C:12]1[CH:21]=[CH:20][CH:19]=[CH:18][C:13]=1[C:14]([NH:16][CH3:17])=O.[OH-].[Na+].[O-]S([O-])(=O)=O.[Mg+2].